From a dataset of Reaction yield outcomes from USPTO patents with 853,638 reactions. Predict the reaction yield, written as a fraction of the theoretical maximum amount of product (1.0 means a 100% yield; for example, 0.34 means a 34% yield). (1) The reactants are [C:1]([O:4][CH2:5][C:6]1[C:11]([N:12]2[CH2:24][CH2:23][C:22]3[N:21]4[C:16]([CH2:17][CH2:18][CH2:19][CH2:20]4)=[CH:15][C:14]=3[C:13]2=[O:25])=[CH:10][C:9]([F:26])=[CH:8][C:7]=1Br)(=[O:3])[CH3:2].[CH2:28]([C@H:30]1[CH2:35][N:34]([CH:36]2[CH2:39][O:38][CH2:37]2)[CH2:33][CH2:32][N:31]1[C:40]1[CH:41]=[CH:42][C:43]([NH:46][C:47]2[C:48](=[O:63])[N:49]([CH3:62])[CH:50]=[C:51](B3OC(C)(C)C(C)(C)O3)[CH:52]=2)=[N:44][CH:45]=1)[CH3:29].[O-]P([O-])([O-])=O.[K+].[K+].[K+].C([O-])(=O)C.[Na+]. The catalyst is C1C=CC(P(C2C=CC=CC=2)[C-]2C=CC=C2)=CC=1.C1C=CC(P(C2C=CC=CC=2)[C-]2C=CC=C2)=CC=1.Cl[Pd]Cl.[Fe+2].C(#N)C.O. The product is [C:1]([O:4][CH2:5][C:6]1[C:11]([N:12]2[CH2:24][CH2:23][C:22]3[N:21]4[C:16]([CH2:17][CH2:18][CH2:19][CH2:20]4)=[CH:15][C:14]=3[C:13]2=[O:25])=[CH:10][C:9]([F:26])=[CH:8][C:7]=1[C:51]1[CH:52]=[C:47]([NH:46][C:43]2[CH:42]=[CH:41][C:40]([N:31]3[CH2:32][CH2:33][N:34]([CH:36]4[CH2:37][O:38][CH2:39]4)[CH2:35][CH:30]3[CH2:28][CH3:29])=[CH:45][N:44]=2)[C:48](=[O:63])[N:49]([CH3:62])[CH:50]=1)(=[O:3])[CH3:2]. The yield is 0.530. (2) The reactants are [CH3:1][O:2][CH2:3][CH2:4][N:5]1[CH:14]([C:15]2[S:16][CH:17]=[CH:18][CH:19]=2)[CH:13]([C:20]([NH:22][C:23]2[CH:31]=[CH:30][C:26]([C:27]([OH:29])=O)=[CH:25][CH:24]=2)=[O:21])[C:12]2[C:7](=[CH:8][CH:9]=[CH:10][CH:11]=2)[C:6]1=[O:32].[CH3:33][N:34](C(ON1N=NC2C=CC=NC1=2)=[N+](C)C)C.F[P-](F)(F)(F)(F)F.C(N(C(C)C)CC)(C)C.CN. The catalyst is ClCCl. The product is [CH3:1][O:2][CH2:3][CH2:4][N:5]1[CH:14]([C:15]2[S:16][CH:17]=[CH:18][CH:19]=2)[CH:13]([C:20]([NH:22][C:23]2[CH:31]=[CH:30][C:26]([C:27](=[O:29])[NH:34][CH3:33])=[CH:25][CH:24]=2)=[O:21])[C:12]2[C:7](=[CH:8][CH:9]=[CH:10][CH:11]=2)[C:6]1=[O:32]. The yield is 0.0700.